Predict the reactants needed to synthesize the given product. From a dataset of Full USPTO retrosynthesis dataset with 1.9M reactions from patents (1976-2016). (1) Given the product [Br:1][C:2]1[CH:3]=[C:4]2[C:8](=[CH:9][CH:10]=1)[N:7]([CH:11]1[CH2:12][CH2:13][C:14](=[O:15])[CH2:19][CH2:20]1)[CH2:6][CH2:5]2, predict the reactants needed to synthesize it. The reactants are: [Br:1][C:2]1[CH:3]=[C:4]2[C:8](=[CH:9][CH:10]=1)[N:7]([CH:11]1[CH2:20][CH2:19][C:14]3(OCC[O:15]3)[CH2:13][CH2:12]1)[CH2:6][CH2:5]2.Cl. (2) Given the product [OH:14][CH2:13][C:10]1[CH:11]=[CH:12][C:7]([CH:2]2[CH2:3][CH2:4][CH2:5][CH2:6][N:1]2[C:20]([O:19][C:16]([CH3:18])([CH3:17])[CH3:15])=[O:21])=[CH:8][CH:9]=1, predict the reactants needed to synthesize it. The reactants are: [NH:1]1[CH2:6][CH2:5][CH2:4][CH2:3][CH:2]1[C:7]1[CH:12]=[CH:11][C:10]([CH2:13][OH:14])=[CH:9][CH:8]=1.[CH3:15][C:16]([O:19][C:20](O[C:20]([O:19][C:16]([CH3:18])([CH3:17])[CH3:15])=[O:21])=[O:21])([CH3:18])[CH3:17]. (3) Given the product [CH3:1][C:2]1[C:37]([C:38]([F:40])([F:41])[F:39])=[CH:36][CH:35]=[CH:34][C:3]=1[CH2:4][N:5]1[C:10](=[O:11])[C:9]([C:12]([NH:14][C@H:15]([C:17]([OH:19])=[O:18])[CH3:16])=[O:13])=[CH:8][N:7]([C:21]2[CH:22]=[CH:23][C:24]([N:27]3[CH2:31][CH2:30][NH:29][C:28]3=[O:32])=[CH:25][CH:26]=2)[C:6]1=[O:33], predict the reactants needed to synthesize it. The reactants are: [CH3:1][C:2]1[C:37]([C:38]([F:41])([F:40])[F:39])=[CH:36][CH:35]=[CH:34][C:3]=1[CH2:4][N:5]1[C:10](=[O:11])[C:9]([C:12]([NH:14][C@H:15]([C:17]([O:19]C)=[O:18])[CH3:16])=[O:13])=[CH:8][N:7]([C:21]2[CH:26]=[CH:25][C:24]([N:27]3[CH2:31][CH2:30][NH:29][C:28]3=[O:32])=[CH:23][CH:22]=2)[C:6]1=[O:33].Cl. (4) Given the product [OH:33][CH:32]([C:29]1[CH:28]=[CH:27][C:26]([N:23]2[CH:24]=[CH:25][C:21]([CH:19]([C:17]3[CH:16]=[CH:15][C:5]4[N:6]([CH2:7][O:8][CH2:9][CH2:10][Si:11]([CH3:14])([CH3:13])[CH3:12])[C:2](=[O:1])[S:3][C:4]=4[CH:18]=3)[CH3:20])=[N:22]2)=[N:31][CH:30]=1)[CH3:34], predict the reactants needed to synthesize it. The reactants are: [O:1]=[C:2]1[N:6]([CH2:7][O:8][CH2:9][CH2:10][Si:11]([CH3:14])([CH3:13])[CH3:12])[C:5]2[CH:15]=[CH:16][C:17]([CH:19]([C:21]3[CH:25]=[CH:24][N:23]([C:26]4[N:31]=[CH:30][C:29]([CH:32]=[O:33])=[CH:28][CH:27]=4)[N:22]=3)[CH3:20])=[CH:18][C:4]=2[S:3]1.[CH3:34][Mg]Br. (5) Given the product [CH2:15]([O:14][C:12]1[N:11]=[CH:10][CH:9]=[C:8]2[C:13]=1[C:4]1[CH:3]=[C:2]([C:26]3[CH:25]=[N:24][N:23]([CH3:22])[CH:27]=3)[CH:21]=[CH:20][C:5]=1[C:6]([OH:19])=[N:7]2)[CH2:16][CH2:17][CH3:18], predict the reactants needed to synthesize it. The reactants are: Br[C:2]1[CH:21]=[CH:20][C:5]2[C:6]([OH:19])=[N:7][C:8]3[C:13]([C:4]=2[CH:3]=1)=[C:12]([O:14][CH2:15][CH2:16][CH2:17][CH3:18])[N:11]=[CH:10][CH:9]=3.[CH3:22][N:23]1[CH:27]=[C:26](B2OC(C)(C)C(C)(C)O2)[CH:25]=[N:24]1.[Cl-].[Li+].C(=O)([O-])[O-].[Na+].[Na+]. (6) Given the product [CH2:7]([N:14]1[CH:18]=[C:17]([C:19]2[C:27]3[C:26]([O:28][CH2:29][CH2:30][O:31][CH3:32])=[N:25][CH:24]=[N:23][C:22]=3[NH:21][CH:20]=2)[N:16]=[N:15]1)[C:8]1[CH:13]=[CH:12][CH:11]=[CH:10][CH:9]=1, predict the reactants needed to synthesize it. The reactants are: C(=O)([O-])[O-].[K+].[K+].[CH2:7]([N:14]1[CH:18]=[C:17]([C:19]2[C:27]3[C:26]([O:28][CH2:29][CH2:30][O:31][CH3:32])=[N:25][CH:24]=[N:23][C:22]=3[N:21](C(OC(C)(C)C)=O)[CH:20]=2)[N:16]=[N:15]1)[C:8]1[CH:13]=[CH:12][CH:11]=[CH:10][CH:9]=1. (7) Given the product [NH2:20][C:14]1[CH:15]=[C:16]([Cl:19])[CH:17]=[CH:18][C:13]=1[O:12][CH2:11][CH2:10][CH2:9][OH:8], predict the reactants needed to synthesize it. The reactants are: C([Si]([O:8][CH2:9][CH2:10][CH2:11][O:12][C:13]1[CH:18]=[CH:17][C:16]([Cl:19])=[CH:15][C:14]=1[N+:20]([O-])=O)(C)C)(C)(C)C.[Cl-].[NH4+].